Regression. Given two drug SMILES strings and cell line genomic features, predict the synergy score measuring deviation from expected non-interaction effect. From a dataset of NCI-60 drug combinations with 297,098 pairs across 59 cell lines. (1) Drug 1: CN(CCCl)CCCl.Cl. Drug 2: CC(C)CN1C=NC2=C1C3=CC=CC=C3N=C2N. Cell line: DU-145. Synergy scores: CSS=21.0, Synergy_ZIP=0.781, Synergy_Bliss=0.535, Synergy_Loewe=0.165, Synergy_HSA=-0.103. (2) Drug 1: C1=C(C(=O)NC(=O)N1)F. Drug 2: CC1CCCC2(C(O2)CC(NC(=O)CC(C(C(=O)C(C1O)C)(C)C)O)C(=CC3=CSC(=N3)C)C)C. Cell line: A549. Synergy scores: CSS=53.0, Synergy_ZIP=5.64, Synergy_Bliss=1.46, Synergy_Loewe=2.42, Synergy_HSA=2.42. (3) Drug 1: CCC1=CC2CC(C3=C(CN(C2)C1)C4=CC=CC=C4N3)(C5=C(C=C6C(=C5)C78CCN9C7C(C=CC9)(C(C(C8N6C)(C(=O)OC)O)OC(=O)C)CC)OC)C(=O)OC.C(C(C(=O)O)O)(C(=O)O)O. Drug 2: C1C(C(OC1N2C=NC3=C(N=C(N=C32)Cl)N)CO)O. Cell line: SW-620. Synergy scores: CSS=48.5, Synergy_ZIP=-5.58, Synergy_Bliss=-4.24, Synergy_Loewe=-5.85, Synergy_HSA=-3.60.